Dataset: Forward reaction prediction with 1.9M reactions from USPTO patents (1976-2016). Task: Predict the product of the given reaction. Given the reactants [F:1][C:2]([F:15])([F:14])[S:3]([O:6]S(C(F)(F)F)(=O)=O)(=[O:5])=[O:4].O[C:17]1[CH:18]=[CH:19][C:20]([C:23]2[N:27]([C:28]3[CH:29]=[N:30][C:31]([CH3:34])=[CH:32][CH:33]=3)[N:26]=[C:25]([C:35]([O:37][CH2:38][CH3:39])=[O:36])[CH:24]=2)=[N:21][CH:22]=1.O.C(Cl)(Cl)Cl, predict the reaction product. The product is: [CH3:34][C:31]1[N:30]=[CH:29][C:28]([N:27]2[C:23]([C:20]3[CH:19]=[CH:18][C:17]([O:6][S:3]([C:2]([F:15])([F:14])[F:1])(=[O:5])=[O:4])=[CH:22][N:21]=3)=[CH:24][C:25]([C:35]([O:37][CH2:38][CH3:39])=[O:36])=[N:26]2)=[CH:33][CH:32]=1.